This data is from NCI-60 drug combinations with 297,098 pairs across 59 cell lines. The task is: Regression. Given two drug SMILES strings and cell line genomic features, predict the synergy score measuring deviation from expected non-interaction effect. (1) Drug 1: CS(=O)(=O)C1=CC(=C(C=C1)C(=O)NC2=CC(=C(C=C2)Cl)C3=CC=CC=N3)Cl. Drug 2: CC1C(C(=O)NC(C(=O)N2CCCC2C(=O)N(CC(=O)N(C(C(=O)O1)C(C)C)C)C)C(C)C)NC(=O)C3=C4C(=C(C=C3)C)OC5=C(C(=O)C(=C(C5=N4)C(=O)NC6C(OC(=O)C(N(C(=O)CN(C(=O)C7CCCN7C(=O)C(NC6=O)C(C)C)C)C)C(C)C)C)N)C. Cell line: HOP-62. Synergy scores: CSS=4.24, Synergy_ZIP=12.1, Synergy_Bliss=14.3, Synergy_Loewe=12.7, Synergy_HSA=13.0. (2) Drug 1: CC12CCC3C(C1CCC2O)C(CC4=C3C=CC(=C4)O)CCCCCCCCCS(=O)CCCC(C(F)(F)F)(F)F. Drug 2: C1C(C(OC1N2C=NC(=NC2=O)N)CO)O. Cell line: MOLT-4. Synergy scores: CSS=43.5, Synergy_ZIP=2.42, Synergy_Bliss=2.41, Synergy_Loewe=-32.7, Synergy_HSA=0.226. (3) Synergy scores: CSS=8.84, Synergy_ZIP=-6.83, Synergy_Bliss=-5.54, Synergy_Loewe=-4.59, Synergy_HSA=-2.91. Drug 1: CC1CCC2CC(C(=CC=CC=CC(CC(C(=O)C(C(C(=CC(C(=O)CC(OC(=O)C3CCCCN3C(=O)C(=O)C1(O2)O)C(C)CC4CCC(C(C4)OC)O)C)C)O)OC)C)C)C)OC. Cell line: OVCAR-5. Drug 2: CC1=C(C(=CC=C1)Cl)NC(=O)C2=CN=C(S2)NC3=CC(=NC(=N3)C)N4CCN(CC4)CCO.